From a dataset of Peptide-MHC class I binding affinity with 185,985 pairs from IEDB/IMGT. Regression. Given a peptide amino acid sequence and an MHC pseudo amino acid sequence, predict their binding affinity value. This is MHC class I binding data. (1) The peptide sequence is SEADVRALG. The MHC is HLA-A02:01 with pseudo-sequence HLA-A02:01. The binding affinity (normalized) is 0. (2) The peptide sequence is LIANIHNHMI. The MHC is HLA-A02:01 with pseudo-sequence HLA-A02:01. The binding affinity (normalized) is 0.196. (3) The peptide sequence is VTPDYADI. The MHC is Mamu-A01 with pseudo-sequence Mamu-A01. The binding affinity (normalized) is 0.767. (4) The peptide sequence is KIPAPPSAA. The MHC is Mamu-A01 with pseudo-sequence Mamu-A01. The binding affinity (normalized) is 0. (5) The peptide sequence is QASQDVKNW. The MHC is HLA-B57:03 with pseudo-sequence YYAMYGENMASTYENIAYIVYNYYTWAVLAYLWY. The binding affinity (normalized) is 0.573. (6) The peptide sequence is FREVWKQLF. The MHC is HLA-B46:01 with pseudo-sequence HLA-B46:01. The binding affinity (normalized) is 0.0847. (7) The binding affinity (normalized) is 0.342. The peptide sequence is STGPLHGCK. The MHC is HLA-A31:01 with pseudo-sequence HLA-A31:01. (8) The peptide sequence is GEKSRCYSL. The MHC is HLA-B40:01 with pseudo-sequence HLA-B40:01. The binding affinity (normalized) is 0.428. (9) The peptide sequence is CLIQKALFM. The binding affinity (normalized) is 0.308. The MHC is HLA-A02:02 with pseudo-sequence HLA-A02:02. (10) The peptide sequence is GANGSTAEQL. The MHC is HLA-A02:02 with pseudo-sequence HLA-A02:02. The binding affinity (normalized) is 0.178.